Dataset: Peptide-MHC class I binding affinity with 185,985 pairs from IEDB/IMGT. Task: Regression. Given a peptide amino acid sequence and an MHC pseudo amino acid sequence, predict their binding affinity value. This is MHC class I binding data. (1) The binding affinity (normalized) is 0. The peptide sequence is TLTNTSIINH. The MHC is HLA-A31:01 with pseudo-sequence HLA-A31:01. (2) The peptide sequence is WFREDRSPV. The MHC is HLA-B15:17 with pseudo-sequence HLA-B15:17. The binding affinity (normalized) is 0.0847. (3) The peptide sequence is LLEKCDLQNY. The MHC is HLA-A29:02 with pseudo-sequence HLA-A29:02. The binding affinity (normalized) is 0.252. (4) The peptide sequence is SVKGRFTISR. The MHC is HLA-A31:01 with pseudo-sequence HLA-A31:01. The binding affinity (normalized) is 0.999. (5) The peptide sequence is VLLTRSPDQ. The MHC is HLA-A25:01 with pseudo-sequence HLA-A25:01. The binding affinity (normalized) is 0.0847. (6) The MHC is HLA-A02:02 with pseudo-sequence HLA-A02:02. The binding affinity (normalized) is 0.346. The peptide sequence is YVEHDPRLV. (7) The peptide sequence is HDLQGSNAPPT. The MHC is H-2-Kd with pseudo-sequence H-2-Kd. The binding affinity (normalized) is 0.170.